Dataset: Reaction yield outcomes from USPTO patents with 853,638 reactions. Task: Predict the reaction yield, written as a fraction of the theoretical maximum amount of product (1.0 means a 100% yield; for example, 0.34 means a 34% yield). (1) The reactants are [CH3:1][C:2]1[CH:3]=[CH:4][C:5]([N+:11]([O-:13])=[O:12])=[C:6]([CH:10]=1)[C:7]([OH:9])=O.C(Cl)(=O)C(Cl)=O.[NH2:20][C:21]1[CH:26]=[CH:25][C:24]([Cl:27])=[CH:23][N:22]=1.N1C=CC=CC=1. The catalyst is ClCCl.CN(C)C=O. The product is [Cl:27][C:24]1[CH:25]=[CH:26][C:21]([NH:20][C:7]([C:6]2[CH:10]=[C:2]([CH3:1])[CH:3]=[CH:4][C:5]=2[N+:11]([O-:13])=[O:12])=[O:9])=[N:22][CH:23]=1. The yield is 0.920. (2) The reactants are ClC([O:4][C:5](Cl)(Cl)Cl)=O.[Cl:9][C:10]1[CH:15]=[C:14]([C:16]([F:19])([F:18])[F:17])[CH:13]=[C:12]([Cl:20])[C:11]=1[O:21][C:22]1[CH:26]=[C:25]([CH3:27])[NH:24][N:23]=1.[CH:28]1([NH2:31])[CH2:30][CH2:29]1.C(=O)([O-])[O-].[K+].[K+]. The catalyst is C(Cl)(Cl)Cl. The product is [CH:28]1([NH:31][C:5]([N:24]2[C:25]([CH3:27])=[CH:26][C:22]([O:21][C:11]3[C:10]([Cl:9])=[CH:15][C:14]([C:16]([F:19])([F:17])[F:18])=[CH:13][C:12]=3[Cl:20])=[N:23]2)=[O:4])[CH2:30][CH2:29]1. The yield is 0.228. (3) The reactants are O[C:2]1[C:11]2[C:6](=[N:7][CH:8]=[CH:9][CH:10]=2)[N:5]([C:12]2[CH:17]=[CH:16][CH:15]=[C:14]([C:18]([F:21])([F:20])[F:19])[CH:13]=2)[C:4](=[O:22])[CH:3]=1.C(Cl)(=O)C([Cl:26])=O. The catalyst is ClCCl. The product is [Cl:26][C:2]1[C:11]2[C:6](=[N:7][CH:8]=[CH:9][CH:10]=2)[N:5]([C:12]2[CH:17]=[CH:16][CH:15]=[C:14]([C:18]([F:21])([F:20])[F:19])[CH:13]=2)[C:4](=[O:22])[CH:3]=1. The yield is 0.660. (4) The reactants are [Cl:1][C:2]1[CH:3]=[C:4]([C@@H:12]([CH2:16][CH:17]2[CH2:21][CH2:20][CH2:19][CH2:18]2)[C:13]([OH:15])=O)[CH:5]=[CH:6][C:7]=1[S:8]([CH3:11])(=[O:10])=[O:9].C(Cl)(=O)C(Cl)=O.[CH3:28][O:29][CH:30]([O:38][CH3:39])[C:31]1[N:32]=[CH:33][C:34]([NH2:37])=[N:35][CH:36]=1.N1C=CC=CC=1. The catalyst is C(Cl)Cl.C1(C)C=CC=CC=1.CN(C)C=O.O1CCCC1. The product is [Cl:1][C:2]1[CH:3]=[C:4]([C@@H:12]([CH2:16][CH:17]2[CH2:21][CH2:20][CH2:19][CH2:18]2)[C:13]([NH:37][C:34]2[CH:33]=[N:32][C:31]([CH:30]([O:38][CH3:39])[O:29][CH3:28])=[CH:36][N:35]=2)=[O:15])[CH:5]=[CH:6][C:7]=1[S:8]([CH3:11])(=[O:9])=[O:10]. The yield is 0.690. (5) The reactants are [C:1]1([CH2:7][C:8](Cl)=[O:9])[CH:6]=[CH:5][CH:4]=[CH:3][CH:2]=1.[S-:11][C:12]#[N:13].[K+].[NH2:15][C:16]1[CH:17]=[C:18]([CH:35]=[CH:36][CH:37]=1)[O:19][C:20]1[CH:21]=[CH:22][C:23]2[N:24]([CH:26]=[C:27]([NH:29][C:30]([CH:32]3[CH2:34][CH2:33]3)=[O:31])[N:28]=2)[N:25]=1. The catalyst is C(#N)C. The product is [C:1]1([CH2:7][C:8]([NH:13][C:12]([NH:15][C:16]2[CH:17]=[C:18]([CH:35]=[CH:36][CH:37]=2)[O:19][C:20]2[CH:21]=[CH:22][C:23]3[N:24]([CH:26]=[C:27]([NH:29][C:30]([CH:32]4[CH2:34][CH2:33]4)=[O:31])[N:28]=3)[N:25]=2)=[S:11])=[O:9])[CH:6]=[CH:5][CH:4]=[CH:3][CH:2]=1. The yield is 0.580. (6) The reactants are [CH3:1][C:2]1[C:16](=[O:17])[N:15]=[C:14]2[N:4]([C@@H:5]3[O:9][C@H:8]([CH2:10][OH:11])[C@@H:7]([OH:12])[C@@H:6]3[O:13]2)[CH:3]=1.[CH3:18][O:19][CH2:20][CH2:21][O:22]B([O:22][CH2:21][CH2:20][O:19][CH3:18])[O:22][CH2:21][CH2:20][O:19][CH3:18]. The catalyst is COCCO. The product is [CH3:18][O:19][CH2:20][CH2:21][O:22][C@@H:6]1[C@H:7]([OH:12])[C@@H:8]([CH2:10][OH:11])[O:9][C@H:5]1[N:4]1[CH:3]=[C:2]([CH3:1])[C:16](=[O:17])[NH:15][C:14]1=[O:13]. The yield is 0.630. (7) The reactants are Cl[C:2]1[C:3]([N+:19]([O-:21])=[O:20])=[CH:4][C:5]([CH3:18])=[C:6]([NH:8][C:9](=[O:17])[CH2:10][C:11]2[CH:16]=[CH:15][CH:14]=[CH:13][CH:12]=2)[CH:7]=1.[SH:22][C:23]1[CH:28]=[CH:27][C:26]([OH:29])=[CH:25][CH:24]=1.C(=O)([O-])[O-].[Cs+].[Cs+]. The catalyst is CN(C)C=O. The product is [OH:29][C:26]1[CH:27]=[CH:28][C:23]([S:22][C:2]2[C:3]([N+:19]([O-:21])=[O:20])=[CH:4][C:5]([CH3:18])=[C:6]([NH:8][C:9](=[O:17])[CH2:10][C:11]3[CH:16]=[CH:15][CH:14]=[CH:13][CH:12]=3)[CH:7]=2)=[CH:24][CH:25]=1. The yield is 0.720. (8) The reactants are [Cl:1][C:2]1[C:3]([F:12])=[C:4]([CH:8]=[CH:9][C:10]=1[F:11])[C:5]([OH:7])=[O:6].OS(O)(=O)=O.[N+:18]([O-])([OH:20])=[O:19]. No catalyst specified. The product is [Cl:1][C:2]1[C:3]([F:12])=[C:4]([CH:8]=[C:9]([N+:18]([O-:20])=[O:19])[C:10]=1[F:11])[C:5]([OH:7])=[O:6]. The yield is 0.950. (9) The reactants are [H-].[Na+].[CH2:3]([CH:10]1[CH2:14][CH2:13][NH:12][CH2:11]1)[C:4]1[CH:9]=[CH:8][CH:7]=[CH:6][CH:5]=1.[Cl:15][C:16]1[CH:17]=[C:18]2[C:22](=[CH:23][CH:24]=1)[NH:21][CH:20]=[C:19]2[CH2:25][CH2:26][NH:27][C:28](=O)[O:29]C1C=CC=CC=1. The catalyst is C1COCC1. The product is [CH2:3]([CH:10]1[CH2:14][CH2:13][N:12]([C:28]([NH:27][CH2:26][CH2:25][C:19]2[C:18]3[C:22](=[CH:23][CH:24]=[C:16]([Cl:15])[CH:17]=3)[NH:21][CH:20]=2)=[O:29])[CH2:11]1)[C:4]1[CH:9]=[CH:8][CH:7]=[CH:6][CH:5]=1. The yield is 0.310.